This data is from Full USPTO retrosynthesis dataset with 1.9M reactions from patents (1976-2016). The task is: Predict the reactants needed to synthesize the given product. (1) The reactants are: Cl[C:2]1[N:7]=[C:6]([NH:8][C:9]2[CH:14]=[CH:13][C:12]([P:15]([CH3:18])([CH3:17])=[O:16])=[CH:11][CH:10]=2)[C:5]([Cl:19])=[CH:4][N:3]=1.[CH3:20][O:21][C:22]1[CH:28]=[C:27]([N:29]2[CH2:34][CH2:33][CH:32]([N:35]3[CH2:40][CH2:39][N:38]([CH3:41])[CH2:37][CH2:36]3)[CH2:31][CH2:30]2)[CH:26]=[CH:25][C:23]=1[NH2:24].C(=O)(O)[O-].[Na+]. Given the product [Cl:19][C:5]1[C:6]([NH:8][C:9]2[CH:14]=[CH:13][C:12]([P:15]([CH3:18])([CH3:17])=[O:16])=[CH:11][CH:10]=2)=[N:7][C:2]([NH:24][C:23]2[CH:25]=[CH:26][C:27]([N:29]3[CH2:34][CH2:33][CH:32]([N:35]4[CH2:36][CH2:37][N:38]([CH3:41])[CH2:39][CH2:40]4)[CH2:31][CH2:30]3)=[CH:28][C:22]=2[O:21][CH3:20])=[N:3][CH:4]=1, predict the reactants needed to synthesize it. (2) Given the product [CH:1]1([N:7]2[C:11]([NH:12][C:18](=[O:19])[O:20][C:21]3[CH:26]=[CH:25][CH:24]=[CH:23][CH:22]=3)=[C:10]([CH3:13])[C:9]([CH3:14])=[N:8]2)[CH2:2][CH2:3][CH2:4][CH2:5][CH2:6]1, predict the reactants needed to synthesize it. The reactants are: [CH:1]1([N:7]2[C:11]([NH2:12])=[C:10]([CH3:13])[C:9]([CH3:14])=[N:8]2)[CH2:6][CH2:5][CH2:4][CH2:3][CH2:2]1.[OH-].[Na+].Cl[C:18]([O:20][C:21]1[CH:26]=[CH:25][CH:24]=[CH:23][CH:22]=1)=[O:19]. (3) Given the product [Cl:1][C:2]1[CH:3]=[CH:4][C:5]([S:21][CH2:22][C:23]2[CH:28]=[CH:27][CH:26]=[C:25]([OH:29])[CH:24]=2)=[C:6]([NH:8][S:9]([C:12]2[O:13][C:14]3[CH:20]=[CH:19][CH:18]=[CH:17][C:15]=3[CH:16]=2)(=[O:11])=[O:10])[CH:7]=1, predict the reactants needed to synthesize it. The reactants are: [Cl:1][C:2]1[CH:3]=[CH:4][C:5]([S:21][CH2:22][C:23]2[CH:28]=[CH:27][CH:26]=[C:25]([O:29]C)[CH:24]=2)=[C:6]([NH:8][S:9]([C:12]2[O:13][C:14]3[CH:20]=[CH:19][CH:18]=[CH:17][C:15]=3[CH:16]=2)(=[O:11])=[O:10])[CH:7]=1.B(Br)(Br)Br.